Task: Predict the product of the given reaction.. Dataset: Forward reaction prediction with 1.9M reactions from USPTO patents (1976-2016) Given the reactants [CH3:1][N:2]1[C:6]2=[N:7][CH:8]=[CH:9][CH:10]=[C:5]2[N:4]=[C:3]1[O:11][C:12]1[CH:17]=[CH:16][C:15](B2OC(C)(C)C(C)(C)O2)=[CH:14][CH:13]=1.Br[C:28]1[C:32]2=[N:33][CH:34]=[CH:35][CH:36]=[C:31]2[N:30]([CH:37]([CH3:39])[CH3:38])[N:29]=1.C([O-])([O-])=O.[Na+].[Na+], predict the reaction product. The product is: [CH3:39][CH:37]([N:30]1[C:31]2[C:32](=[N:33][CH:34]=[CH:35][CH:36]=2)[C:28]([C:15]2[CH:14]=[CH:13][C:12]([O:11][C:3]3[N:2]([CH3:1])[C:6]4=[N:7][CH:8]=[CH:9][CH:10]=[C:5]4[N:4]=3)=[CH:17][CH:16]=2)=[N:29]1)[CH3:38].